Dataset: Reaction yield outcomes from USPTO patents with 853,638 reactions. Task: Predict the reaction yield, written as a fraction of the theoretical maximum amount of product (1.0 means a 100% yield; for example, 0.34 means a 34% yield). (1) The reactants are [Cl:1][C:2]1[CH:7]=[CH:6][C:5]([OH:8])=[CH:4][CH:3]=1.[I-:9].[Na+].ClOC(C)(C)C. The catalyst is C(#N)C.O.C(OCC)(=O)C. The product is [Cl:1][C:2]1[CH:7]=[CH:6][C:5]([OH:8])=[C:4]([I:9])[CH:3]=1. The yield is 0.510. (2) The reactants are Cl.O1CCOCC1.[CH2:8]([O:15][C:16]([NH:18][C@H:19]1[C@@H:24]([F:25])[CH2:23][CH2:22][N:21](C(OC(C)(C)C)=O)[CH2:20]1)=[O:17])[C:9]1[CH:14]=[CH:13][CH:12]=[CH:11][CH:10]=1. The catalyst is C(Cl)Cl. The product is [CH2:8]([O:15][C:16](=[O:17])[NH:18][C@H:19]1[C@@H:24]([F:25])[CH2:23][CH2:22][NH:21][CH2:20]1)[C:9]1[CH:14]=[CH:13][CH:12]=[CH:11][CH:10]=1. The yield is 0.940. (3) The reactants are C([O:8][C:9]1[C:10]([C:21]([F:24])([F:23])[F:22])=[CH:11][C:12]([N+:18]([O-])=O)=[C:13]([CH2:15][C:16]#N)[CH:14]=1)C1C=CC=CC=1.O.C(O)(=O)C. The catalyst is C(O)C.[Pd]. The product is [OH:8][C:9]1[CH:14]=[C:13]2[C:12](=[CH:11][C:10]=1[C:21]([F:24])([F:23])[F:22])[NH:18][CH:16]=[CH:15]2. The yield is 0.840. (4) The product is [Br:17][C:2]1[C:11]2[C:6](=[CH:7][C:8]([C:12]([OH:14])=[O:13])=[CH:9][CH:10]=2)[C:5](=[O:15])[NH:4][N:3]=1. The yield is 0.730. The catalyst is ClCCCl.CC(O)=O. The reactants are O=[C:2]1[C:11]2[C:6](=[CH:7][C:8]([C:12]([OH:14])=[O:13])=[CH:9][CH:10]=2)[C:5](=[O:15])[NH:4][NH:3]1.P(Br)(Br)(Br)(Br)[Br:17].